Dataset: Full USPTO retrosynthesis dataset with 1.9M reactions from patents (1976-2016). Task: Predict the reactants needed to synthesize the given product. (1) Given the product [Br:1][C:2]1[CH:3]=[CH:4][C:5]([C@H:8]([NH:13][C@@H:14]([CH2:20][CH:21]([Cl:22])[Cl:23])[C:15]([OH:17])=[O:16])[C:9]([F:12])([F:11])[F:10])=[CH:6][CH:7]=1, predict the reactants needed to synthesize it. The reactants are: [Br:1][C:2]1[CH:7]=[CH:6][C:5]([C@H:8]([NH:13][C@@H:14]([CH2:20][CH:21]([Cl:23])[Cl:22])[C:15]([O:17]CC)=[O:16])[C:9]([F:12])([F:11])[F:10])=[CH:4][CH:3]=1.C[Si](C)(C)[O-].[K+]. (2) Given the product [CH2:4]([C@:5]12[CH2:21][CH2:20][C:19](=[O:22])[CH:18]=[C:6]1[CH2:7][CH2:8][CH2:9][C:10]1[CH:15]=[C:14]([O:16][CH3:17])[CH:13]=[CH:12][C:11]=12)[CH3:1].[CH2:4]([C@@:5]12[CH2:21][CH2:20][C:19](=[O:22])[CH:18]=[C:6]1[CH2:7][CH2:8][CH2:9][C:10]1[CH:15]=[C:14]([O:16][CH3:17])[CH:13]=[CH:12][C:11]=12)[CH3:1], predict the reactants needed to synthesize it. The reactants are: [CH:1]1([CH2:4][C:5]23[CH2:21][CH2:20][C:19](=[O:22])[CH:18]=[C:6]2[CH2:7][CH2:8][CH2:9][C:10]2[CH:15]=[C:14]([O:16][CH3:17])[CH:13]=[CH:12][C:11]=23)CC1.CO. (3) Given the product [CH3:15][C@H:10]1[O:11][C@@H:12]([CH3:14])[CH2:13][N:8]([C:5]2[C:4]([CH:16]=[O:17])=[CH:3][C:2]([C:23]3[N:27]([CH3:28])[CH:26]=[N:25][CH:24]=3)=[CH:7][N:6]=2)[CH2:9]1, predict the reactants needed to synthesize it. The reactants are: Br[C:2]1[CH:3]=[C:4]([CH:16]=[O:17])[C:5]([N:8]2[CH2:13][C@@H:12]([CH3:14])[O:11][C@@H:10]([CH3:15])[CH2:9]2)=[N:6][CH:7]=1.C([Sn](CCCC)(CCCC)[C:23]1[N:27]([CH3:28])[CH:26]=[N:25][CH:24]=1)CCC. (4) Given the product [CH2:10]=[CH:9][C:8]1[CH:16]=[CH:15][CH:14]=[CH:19][CH:18]=1.[C:1]([O-:6])(=[O:5])[C:2]([CH3:4])=[CH2:3], predict the reactants needed to synthesize it. The reactants are: [C:1]([O:6]C)(=[O:5])[C:2]([CH3:4])=[CH2:3].[C:8](OC)(=O)[CH:9]=[CH2:10].[C:14]1(C)[C:15](C)=[CH:16]C=[CH:18][CH:19]=1. (5) Given the product [CH2:28]([O:27][C:25]([C:2]1[N:7]=[C:6]([F:8])[C:5]([O:9][Si:10]([CH:17]([CH3:19])[CH3:18])([CH:14]([CH3:16])[CH3:15])[CH:11]([CH3:13])[CH3:12])=[CH:4][CH:3]=1)=[CH2:26])[CH3:29], predict the reactants needed to synthesize it. The reactants are: Br[C:2]1[N:7]=[C:6]([F:8])[C:5]([O:9][Si:10]([CH:17]([CH3:19])[CH3:18])([CH:14]([CH3:16])[CH3:15])[CH:11]([CH3:13])[CH3:12])=[CH:4][CH:3]=1.C([Sn](CCCC)(CCCC)[C:25]([O:27][CH2:28][CH3:29])=[CH2:26])CCC. (6) The reactants are: Cl[C:2]1[N:7]=[C:6]2[NH:8][C:9]([C:11]3[S:12][C:13]4[C:19]([N:20]5[CH2:25][CH2:24][O:23][CH2:22][CH2:21]5)=[CH:18][CH:17]=[C:16]([O:26][CH3:27])[C:14]=4[N:15]=3)=[N:10][C:5]2=[CH:4][CH:3]=1.[OH:28][CH:29]1[CH2:34][CH2:33][NH:32][CH2:31][CH2:30]1.[CH3:35]CN(C(C)C)C(C)C.CN1[C:49](=[O:50])CCC1. Given the product [CH3:35][O:50][CH2:49][N:8]1[C:6]2=[N:7][C:2]([N:32]3[CH2:33][CH2:34][CH:29]([OH:28])[CH2:30][CH2:31]3)=[CH:3][CH:4]=[C:5]2[N:10]=[C:9]1[C:11]1[S:12][C:13]2[C:19]([N:20]3[CH2:25][CH2:24][O:23][CH2:22][CH2:21]3)=[CH:18][CH:17]=[C:16]([O:26][CH3:27])[C:14]=2[N:15]=1, predict the reactants needed to synthesize it.